From a dataset of Catalyst prediction with 721,799 reactions and 888 catalyst types from USPTO. Predict which catalyst facilitates the given reaction. (1) Reactant: Br[CH2:2][C:3]1[N:8]([CH2:9][CH2:10][C:11]2[CH:23]=[CH:22][C:14]([C:15]([O:17][C:18]([CH3:21])([CH3:20])[CH3:19])=[O:16])=[CH:13][CH:12]=2)[C:7](=[O:24])[C:6]([Cl:25])=[CH:5][C:4]=1[Cl:26].C(=O)([O-])[O-].[K+].[K+].Cl.[CH2:34]([O:36][C:37]1[CH:45]=[C:44]2[C:40]([CH2:41][CH2:42][NH:43]2)=[CH:39][CH:38]=1)[CH3:35].O. Product: [Cl:25][C:6]1[C:7](=[O:24])[N:8]([CH2:9][CH2:10][C:11]2[CH:23]=[CH:22][C:14]([C:15]([O:17][C:18]([CH3:21])([CH3:20])[CH3:19])=[O:16])=[CH:13][CH:12]=2)[C:3]([CH2:2][N:43]2[C:44]3[C:40](=[CH:39][CH:38]=[C:37]([O:36][CH2:34][CH3:35])[CH:45]=3)[CH2:41][CH2:42]2)=[C:4]([Cl:26])[CH:5]=1. The catalyst class is: 39. (2) Reactant: [Br:1][C:2]1[CH:7]=[CH:6][CH:5]=[C:4](F)[N:3]=1.[O:9]1[CH2:14][CH2:13][CH:12]([C@@H:15]([NH2:17])[CH3:16])[CH2:11][CH2:10]1.CCN(C(C)C)C(C)C.CS(C)=O. Product: [Br:1][C:2]1[N:3]=[C:4]([NH:17][C@H:15]([CH:12]2[CH2:13][CH2:14][O:9][CH2:10][CH2:11]2)[CH3:16])[CH:5]=[CH:6][CH:7]=1. The catalyst class is: 6. (3) Reactant: [NH2:1][C:2]1[C:10]2[C:5](=[N:6][CH:7]=[CH:8][CH:9]=2)[S:4][C:3]=1[C:11]([O:13][CH2:14]C)=[O:12].[C:16]([C:20]1[CH:25]=[CH:24][C:23]([S:26](Cl)(=[O:28])=[O:27])=[CH:22][CH:21]=1)([CH3:19])([CH3:18])[CH3:17]. The catalyst class is: 228. Product: [C:16]([C:20]1[CH:25]=[CH:24][C:23]([S:26]([NH:1][C:2]2[C:10]3[C:5](=[N:6][CH:7]=[CH:8][CH:9]=3)[S:4][C:3]=2[C:11]([O:13][CH3:14])=[O:12])(=[O:28])=[O:27])=[CH:22][CH:21]=1)([CH3:19])([CH3:17])[CH3:18]. (4) The catalyst class is: 1. Product: [S:1]1[C:5]2[CH:6]=[CH:7][CH:8]=[CH:9][C:4]=2[N:3]=[C:2]1[O:10][C:11]1[CH:12]=[CH:13][C:14]([O:15][CH2:16][CH2:17][N:18]2[CH2:23][CH2:22][CH:21]([C:24]([NH:26][S:34]([CH:31]([CH3:33])[CH3:32])(=[O:36])=[O:35])=[O:25])[CH2:20][CH2:19]2)=[CH:27][CH:28]=1. Reactant: [S:1]1[C:5]2[CH:6]=[CH:7][CH:8]=[CH:9][C:4]=2[N:3]=[C:2]1[O:10][C:11]1[CH:28]=[CH:27][C:14]([O:15][CH2:16][CH2:17][N:18]2[CH2:23][CH2:22][CH:21]([C:24]([NH2:26])=[O:25])[CH2:20][CH2:19]2)=[CH:13][CH:12]=1.[H-].[Na+].[CH:31]([S:34](Cl)(=[O:36])=[O:35])([CH3:33])[CH3:32]. (5) Reactant: [Br:1]Br.[CH3:3][O:4][C:5]1[CH:21]=[CH:20][C:8]([CH2:9][N:10]2[C:14]3[N:15]=[CH:16][CH:17]=[C:18]([OH:19])[C:13]=3[CH:12]=[N:11]2)=[CH:7][CH:6]=1.C(=O)(O)[O-].[Na+].Cl. Product: [Br:1][C:17]1[CH:16]=[N:15][C:14]2[N:10]([CH2:9][C:8]3[CH:7]=[CH:6][C:5]([O:4][CH3:3])=[CH:21][CH:20]=3)[N:11]=[CH:12][C:13]=2[C:18]=1[OH:19]. The catalyst class is: 8. (6) Reactant: CCN(CC)CC.[CH3:8][S:9](Cl)(=[O:11])=[O:10].[NH2:13][C:14]1[CH:19]=[CH:18][C:17]([C:20]2[N:21]=[C:22]3[C:28]4[CH:29]=[CH:30][CH:31]=[CH:32][C:27]=4[NH:26][C:25]4[N:33]=[CH:34][CH:35]=[CH:36][C:24]=4[N:23]3[C:37]=2[C:38]2[CH:43]=[CH:42][C:41]([C:44]3([NH:48][C:49](=[O:55])[O:50][C:51]([CH3:54])([CH3:53])[CH3:52])[CH2:47][CH2:46][CH2:45]3)=[CH:40][CH:39]=2)=[CH:16][CH:15]=1. Product: [CH3:8][S:9]([NH:13][C:14]1[CH:15]=[CH:16][C:17]([C:20]2[N:21]=[C:22]3[C:28]4[CH:29]=[CH:30][CH:31]=[CH:32][C:27]=4[NH:26][C:25]4[N:33]=[CH:34][CH:35]=[CH:36][C:24]=4[N:23]3[C:37]=2[C:38]2[CH:43]=[CH:42][C:41]([C:44]3([NH:48][C:49](=[O:55])[O:50][C:51]([CH3:53])([CH3:52])[CH3:54])[CH2:45][CH2:46][CH2:47]3)=[CH:40][CH:39]=2)=[CH:18][CH:19]=1)(=[O:11])=[O:10]. The catalyst class is: 326. (7) Reactant: [N:1]1[C:5]2[CH:6]=[CH:7][CH:8]=[CH:9][C:4]=2[NH:3][CH:2]=1.[H-].[Na+].Br[CH2:13][CH2:14][CH2:15][C:16]1[CH:21]=[CH:20][CH:19]=[CH:18][CH:17]=1. Product: [C:16]1([CH2:15][CH2:14][CH2:13][N:1]2[C:5]3[CH:6]=[CH:7][CH:8]=[CH:9][C:4]=3[N:3]=[CH:2]2)[CH:21]=[CH:20][CH:19]=[CH:18][CH:17]=1. The catalyst class is: 7.